This data is from Peptide-MHC class I binding affinity with 185,985 pairs from IEDB/IMGT. The task is: Regression. Given a peptide amino acid sequence and an MHC pseudo amino acid sequence, predict their binding affinity value. This is MHC class I binding data. (1) The MHC is HLA-A02:03 with pseudo-sequence HLA-A02:03. The binding affinity (normalized) is 1.00. The peptide sequence is MIAGVFFTFV. (2) The peptide sequence is GLFWGGIWY. The MHC is HLA-B46:01 with pseudo-sequence HLA-B46:01. The binding affinity (normalized) is 0.0847. (3) The peptide sequence is YPATFHLLAQ. The MHC is HLA-B07:02 with pseudo-sequence HLA-B07:02. The binding affinity (normalized) is 0.577. (4) The peptide sequence is RISGVDRYY. The MHC is HLA-A24:02 with pseudo-sequence HLA-A24:02. The binding affinity (normalized) is 0. (5) The peptide sequence is KIVQLPKRGV. The MHC is HLA-A02:01 with pseudo-sequence HLA-A02:01. The binding affinity (normalized) is 0.287. (6) The peptide sequence is VFLTGFEHL. The binding affinity (normalized) is 0.414. The MHC is HLA-A23:01 with pseudo-sequence HLA-A23:01. (7) The peptide sequence is IEAQQHLL. The MHC is HLA-B18:01 with pseudo-sequence HLA-B18:01. The binding affinity (normalized) is 0.635. (8) The peptide sequence is GLYKSAPRR. The MHC is HLA-A31:01 with pseudo-sequence HLA-A31:01. The binding affinity (normalized) is 0.512. (9) The peptide sequence is ISQAVHAAHAEINEAAATYQRTRALV. The MHC is H-2-Db with pseudo-sequence H-2-Db. The binding affinity (normalized) is 0.0641. (10) The peptide sequence is YPGIKVRQL. The MHC is HLA-A26:01 with pseudo-sequence HLA-A26:01. The binding affinity (normalized) is 0.